Task: Predict the reaction yield, written as a fraction of the theoretical maximum amount of product (1.0 means a 100% yield; for example, 0.34 means a 34% yield).. Dataset: Reaction yield outcomes from USPTO patents with 853,638 reactions (1) The reactants are Cl.[CH:2]([N:5]1[C:9]([C:10]2[N:19]=[C:18]3[N:12]([CH2:13][CH2:14][O:15][C:16]4[CH:23]=[C:22]([C@@H:24]5[CH2:29][CH2:28][NH:27][CH2:26][C@H:25]5[OH:30])[CH:21]=[CH:20][C:17]=43)[CH:11]=2)=[N:8][CH:7]=[N:6]1)([CH3:4])[CH3:3].[CH3:31][N:32]([CH3:37])[C:33](=[O:36])[CH2:34]Cl. No catalyst specified. The product is [OH:30][C@H:25]1[C@H:24]([C:22]2[CH:21]=[CH:20][C:17]3[C:18]4[N:12]([CH:11]=[C:10]([C:9]5[N:5]([CH:2]([CH3:4])[CH3:3])[N:6]=[CH:7][N:8]=5)[N:19]=4)[CH2:13][CH2:14][O:15][C:16]=3[CH:23]=2)[CH2:29][CH2:28][N:27]([CH2:34][C:33]([N:32]([CH3:37])[CH3:31])=[O:36])[CH2:26]1. The yield is 0.800. (2) The reactants are [NH2:1][C:2]1[CH:3]=[C:4]([C:10]#[N:11])[C:5](=[CH:8][CH:9]=1)[C:6]#[N:7].C[Al](C)C.[F:16][C:17]1[CH:22]=[C:21]([F:23])[CH:20]=[CH:19][C:18]=1[C@@:24]([OH:50])([CH2:44][N:45]1[CH:49]=[N:48][CH:47]=[N:46]1)[C@H:25]([S:27][C@@H:28]1[CH2:33][O:32][C@@H:31]([C:34]2[CH:43]=[CH:42][C:37]([C:38](OC)=[O:39])=[CH:36][CH:35]=2)[O:30][CH2:29]1)[CH3:26]. No catalyst specified. The product is [C:10]([C:4]1[CH:3]=[C:2]([CH:9]=[CH:8][C:5]=1[C:6]#[N:7])[NH:1][C:38](=[O:39])[C:37]1[CH:42]=[CH:43][C:34]([C@H:31]2[O:30][CH2:29][C@H:28]([S:27][C@H:25]([CH3:26])[C@:24]([C:18]3[CH:19]=[CH:20][C:21]([F:23])=[CH:22][C:17]=3[F:16])([OH:50])[CH2:44][N:45]3[CH:49]=[N:48][CH:47]=[N:46]3)[CH2:33][O:32]2)=[CH:35][CH:36]=1)#[N:11]. The yield is 0.710. (3) The reactants are [C:1]1([CH2:7][C:8]([OH:10])=O)[CH:6]=[CH:5][CH:4]=[CH:3][CH:2]=1.[NH:11]1[C:15]2[CH:16]=[CH:17][CH:18]=[CH:19][C:14]=2[N:13]=[C:12]1[C:20]1[C:24]([NH2:25])=[CH:23][NH:22][N:21]=1.C(Cl)CCl.C1C=CC2N(O)N=NC=2C=1. The catalyst is CS(C)=O. The product is [NH:13]1[C:14]2[CH:19]=[CH:18][CH:17]=[CH:16][C:15]=2[N:11]=[C:12]1[C:20]1[C:24]([NH:25][C:8](=[O:10])[CH2:7][C:1]2[CH:2]=[CH:3][CH:4]=[CH:5][CH:6]=2)=[CH:23][NH:22][N:21]=1. The yield is 0.190. (4) The reactants are [Br:1][C:2]1[CH:7]=[CH:6][C:5]([NH:8][C:9]2[C:10]([C:18](O)=O)=[CH:11][N:12]([CH3:17])[C:13](=[O:16])[C:14]=2[F:15])=[C:4]([F:21])[CH:3]=1.CCN=C=NCCCN(C)C.C1C=CC2N(O)N=NC=2C=1.[NH2:43][NH:44][C:45]([NH2:47])=[S:46].CCN(CC)CC.C1C=CC(P(C2C=CC=CC=2)C2C=CC=CC=2)=CC=1.C(Cl)(Cl)(Cl)Cl. The catalyst is CN(C=O)C.[NH4+].[Cl-].C(OCC)(=O)C.CC#N.C(Cl)Cl. The product is [NH2:47][C:45]1[S:46][C:18]([C:10]2[C:9]([NH:8][C:5]3[CH:6]=[CH:7][C:2]([Br:1])=[CH:3][C:4]=3[F:21])=[C:14]([F:15])[C:13](=[O:16])[N:12]([CH3:17])[CH:11]=2)=[N:43][N:44]=1. The yield is 0.330.